Dataset: Forward reaction prediction with 1.9M reactions from USPTO patents (1976-2016). Task: Predict the product of the given reaction. (1) Given the reactants [CH3:1][N:2]1[CH2:7][CH2:6][CH2:5][NH:4][C:3]1=[O:8].[H-].[Na+].Br[CH2:12][C:13]([O:15][C:16]([CH3:19])([CH3:18])[CH3:17])=[O:14], predict the reaction product. The product is: [C:16]([O:15][C:13](=[O:14])[CH2:12][N:4]1[CH2:5][CH2:6][CH2:7][N:2]([CH3:1])[C:3]1=[O:8])([CH3:19])([CH3:18])[CH3:17]. (2) Given the reactants [N:1]1[S:2][N:3]=[C:4]2[C:9]([CH:10]=O)=[CH:8][CH:7]=[CH:6][C:5]=12.[NH2:12][C:13]1[CH:17]=[CH:16][NH:15][N:14]=1.O=[C:19]([CH2:26][CH2:27][CH3:28])[CH2:20][C:21]([O:23][CH2:24][CH3:25])=[O:22], predict the reaction product. The product is: [N:1]1[S:2][N:3]=[C:4]2[C:9]([CH:10]3[C:20]([C:21]([O:23][CH2:24][CH3:25])=[O:22])=[C:19]([CH2:26][CH2:27][CH3:28])[NH:12][C:13]4=[N:14][NH:15][CH:16]=[C:17]34)=[CH:8][CH:7]=[CH:6][C:5]=12.